Dataset: Catalyst prediction with 721,799 reactions and 888 catalyst types from USPTO. Task: Predict which catalyst facilitates the given reaction. Product: [C:36]([NH:39][C:25]([C:15]1[CH:16]=[C:17]2[C:12](=[CH:13][CH:14]=1)[N:11]=[C:10]([C:6]1[CH:5]=[C:4]3[C:9](=[CH:8][CH:7]=1)[NH:1][N:2]=[CH:3]3)[C:19]([N:20]([CH3:24])[CH:21]([CH3:23])[CH3:22])=[N:18]2)=[O:26])([CH3:38])([CH3:37])[CH3:35]. Reactant: [NH:1]1[C:9]2[C:4](=[CH:5][C:6]([C:10]3[C:19]([N:20]([CH3:24])[CH:21]([CH3:23])[CH3:22])=[N:18][C:17]4[C:12](=[CH:13][CH:14]=[C:15]([C:25](O)=[O:26])[CH:16]=4)[N:11]=3)=[CH:7][CH:8]=2)[CH:3]=[N:2]1.C(N(CC)CC)C.[CH3:35][C:36]([NH2:39])([CH3:38])[CH3:37].C(P1(=O)OP(CCC)(=O)OP(CCC)(=O)O1)CC. The catalyst class is: 46.